Task: Predict the reactants needed to synthesize the given product.. Dataset: Full USPTO retrosynthesis dataset with 1.9M reactions from patents (1976-2016) (1) Given the product [Cl:14][C:15]1[C:20]([C:21]([F:22])([F:23])[F:24])=[C:19]([O:12][CH2:11][C:8]([C:5]2[CH:4]=[CH:3][C:2]([F:1])=[CH:7][CH:6]=2)([CH3:13])[C:9]#[N:10])[CH:18]=[CH:17][N:16]=1, predict the reactants needed to synthesize it. The reactants are: [F:1][C:2]1[CH:7]=[CH:6][C:5]([C:8]([CH3:13])([CH2:11][OH:12])[C:9]#[N:10])=[CH:4][CH:3]=1.[Cl:14][C:15]1[C:20]([C:21]([F:24])([F:23])[F:22])=[C:19](Cl)[CH:18]=[CH:17][N:16]=1. (2) Given the product [OH:35][C:10]1[C:9]([C:7]([NH:6][CH2:5][C:4]([OH:36])=[O:3])=[O:8])=[C:18]2[C:13](=[CH:12][C:11]=1[C:19]1[NH:20][C:21]3[C:26]([CH:27]=1)=[CH:25][CH:24]=[CH:23][CH:22]=3)[N:14]=[CH:15][CH:16]=[N:17]2, predict the reactants needed to synthesize it. The reactants are: C([O:3][C:4](=[O:36])[CH2:5][NH:6][C:7]([C:9]1[C:10]([OH:35])=[C:11]([C:19]2[N:20](C(OC(C)(C)C)=O)[C:21]3[C:26]([CH:27]=2)=[CH:25][CH:24]=[CH:23][CH:22]=3)[CH:12]=[C:13]2[C:18]=1[N:17]=[CH:16][CH:15]=[N:14]2)=[O:8])C.[OH-].[Na+]. (3) Given the product [CH3:12][C@@H:13]1[CH2:17][CH2:16][CH2:15][N:14]1[CH2:18][CH2:19][CH2:20][O:21][C:22]1[CH:23]=[CH:24][C:25]([N:26]2[CH2:38][CH2:37][C:36](=[O:39])[CH2:35][CH2:34]2)=[CH:27][CH:28]=1, predict the reactants needed to synthesize it. The reactants are: CC1C=CC(S(O)(=O)=O)=CC=1.[CH3:12][C@@H:13]1[CH2:17][CH2:16][CH2:15][N:14]1[CH2:18][CH2:19][CH2:20][O:21][C:22]1[CH:28]=[CH:27][C:25]([NH2:26])=[CH:24][CH:23]=1.C1(N2[CH2:38][CH2:37][CH:36]([O:39]C3C=CC(N)=CC=3)[CH2:35][CH2:34]2)CCC1.